This data is from Catalyst prediction with 721,799 reactions and 888 catalyst types from USPTO. The task is: Predict which catalyst facilitates the given reaction. Reactant: [OH-].[K+].[CH3:3][S:4]([C:7]1[CH:8]=[C:9]2[C:14](=[CH:15][CH:16]=1)[N:13]=[C:12]([C:17]1[CH:22]=[CH:21][CH:20]=[C:19]([C:23]([F:26])([F:25])[F:24])[CH:18]=1)[C:11]([CH2:27][N:28]1[CH2:33][CH2:32][CH:31]([N:34]3[CH2:39][CH2:38][O:37][CH2:36][CH2:35]3)[CH2:30][CH2:29]1)=[C:10]2[C:40]([O:42]C)=[O:41])(=[O:6])=[O:5]. Product: [CH3:3][S:4]([C:7]1[CH:8]=[C:9]2[C:14](=[CH:15][CH:16]=1)[N:13]=[C:12]([C:17]1[CH:22]=[CH:21][CH:20]=[C:19]([C:23]([F:26])([F:24])[F:25])[CH:18]=1)[C:11]([CH2:27][N:28]1[CH2:29][CH2:30][CH:31]([N:34]3[CH2:35][CH2:36][O:37][CH2:38][CH2:39]3)[CH2:32][CH2:33]1)=[C:10]2[C:40]([OH:42])=[O:41])(=[O:6])=[O:5]. The catalyst class is: 24.